Predict the reaction yield, written as a fraction of the theoretical maximum amount of product (1.0 means a 100% yield; for example, 0.34 means a 34% yield). From a dataset of Reaction yield outcomes from USPTO patents with 853,638 reactions. (1) The reactants are Cl[C:2]1[N:7]=[C:6]([Cl:8])[N:5]=[C:4]([NH:9][CH2:10][C:11]#[CH:12])[N:3]=1.[CH:13]([NH2:16])([CH3:15])[CH3:14].C(N(CC)C(C)C)(C)C. The catalyst is O1CCOCC1. The product is [Cl:8][C:6]1[N:7]=[C:2]([NH:16][CH:13]([CH3:15])[CH3:14])[N:3]=[C:4]([NH:9][CH2:10][C:11]#[CH:12])[N:5]=1. The yield is 0.950. (2) The reactants are [S:1]1[C:5]2[CH:6]=[CH:7][CH:8]=[CH:9][C:4]=2[N:3]=[C:2]1[N:10]1[C:14](=[O:15])[C:13](=[CH:16][N:17](C)C)[C:12]([C:20]2[CH:25]=[CH:24][CH:23]=[C:22]([C:26]([CH3:29])([CH3:28])[CH3:27])[CH:21]=2)=[N:11]1. The catalyst is N.CO. The product is [NH2:17][CH:16]=[C:13]1[C:12]([C:20]2[CH:25]=[CH:24][CH:23]=[C:22]([C:26]([CH3:27])([CH3:28])[CH3:29])[CH:21]=2)=[N:11][N:10]([C:2]2[S:1][C:5]3[CH:6]=[CH:7][CH:8]=[CH:9][C:4]=3[N:3]=2)[C:14]1=[O:15]. The yield is 0.820.